The task is: Predict the reaction yield, written as a fraction of the theoretical maximum amount of product (1.0 means a 100% yield; for example, 0.34 means a 34% yield).. This data is from Reaction yield outcomes from USPTO patents with 853,638 reactions. (1) The reactants are CC1C=CC(S(OC[CH2:13][CH2:14][C:15]2[CH:23]=[CH:22][CH:21]=[C:20]3[C:16]=2[C:17]([S:24]([C:27]2[CH:32]=[CH:31][CH:30]=[CH:29][CH:28]=2)(=[O:26])=[O:25])=[CH:18][NH:19]3)(=O)=O)=CC=1.[CH2:33]([NH:35][CH3:36])[CH3:34].[CH2:37]1COCC1. The catalyst is [OH-].[Na+]. The product is [CH2:33]([N:35]([CH3:37])[CH2:36][CH2:13][CH2:14][C:15]1[CH:23]=[CH:22][CH:21]=[C:20]2[C:16]=1[C:17]([S:24]([C:27]1[CH:32]=[CH:31][CH:30]=[CH:29][CH:28]=1)(=[O:26])=[O:25])=[CH:18][NH:19]2)[CH3:34]. The yield is 1.00. (2) The reactants are [NH2:1][C:2]1[N:3]([CH3:25])[C:4](=[O:24])[C:5]2([C:15]3[C:10](=[CH:11][CH:12]=[C:13](Br)[CH:14]=3)[O:9][CH:8]([C:17]3[CH:22]=[CH:21][CH:20]=[CH:19][C:18]=3[F:23])[CH2:7]2)[N:6]=1.[C:26]([C:28]1[CH:29]=[C:30](B(O)O)[CH:31]=[CH:32][CH:33]=1)#[N:27].C([O-])([O-])=O.[Na+].[Na+]. The catalyst is CC1C=CC=CC=1C.C1C=CC([P]([Pd]([P](C2C=CC=CC=2)(C2C=CC=CC=2)C2C=CC=CC=2)([P](C2C=CC=CC=2)(C2C=CC=CC=2)C2C=CC=CC=2)[P](C2C=CC=CC=2)(C2C=CC=CC=2)C2C=CC=CC=2)(C2C=CC=CC=2)C2C=CC=CC=2)=CC=1. The product is [NH2:1][C:2]1[N:3]([CH3:25])[C:4](=[O:24])[C:5]2([C:15]3[C:10](=[CH:11][CH:12]=[C:13]([C:32]4[CH:33]=[C:28]([CH:29]=[CH:30][CH:31]=4)[C:26]#[N:27])[CH:14]=3)[O:9][CH:8]([C:17]3[CH:22]=[CH:21][CH:20]=[CH:19][C:18]=3[F:23])[CH2:7]2)[N:6]=1. The yield is 0.00500. (3) The reactants are [NH2:1][C:2]1[C:7]2=[C:8]([C:17]3[CH:18]=[C:19]([CH:30]=[CH:31][CH:32]=3)[C:20]([NH:22][CH2:23][C:24]3[CH:29]=[CH:28][CH:27]=[CH:26][CH:25]=3)=[O:21])[CH:9]=[C:10]([CH:11]3[CH2:16][CH2:15][NH:14][CH2:13][CH2:12]3)[N:6]2[N:5]=[CH:4][N:3]=1.[CH3:33][N:34]([CH3:39])[CH2:35][C:36](O)=[O:37]. No catalyst specified. The product is [NH2:1][C:2]1[C:7]2=[C:8]([C:17]3[CH:18]=[C:19]([CH:30]=[CH:31][CH:32]=3)[C:20]([NH:22][CH2:23][C:24]3[CH:25]=[CH:26][CH:27]=[CH:28][CH:29]=3)=[O:21])[CH:9]=[C:10]([CH:11]3[CH2:16][CH2:15][N:14]([C:36](=[O:37])[CH2:35][N:34]([CH3:39])[CH3:33])[CH2:13][CH2:12]3)[N:6]2[N:5]=[CH:4][N:3]=1. The yield is 0.180. (4) The reactants are C([O:3][C:4]([C:6]1[CH:7]=[C:8]2[C:12](=[CH:13][C:14]=1[NH:15][C:16]([C:18]1[C:27](=[O:28])[C:26]3[C:21](=[CH:22][CH:23]=[CH:24][CH:25]=3)[NH:20][CH:19]=1)=[O:17])[NH:11][CH:10]=[CH:9]2)=[O:5])C.[OH-].[Na+]. The catalyst is C1COCC1. The product is [O:28]=[C:27]1[C:26]2[C:21](=[CH:22][CH:23]=[CH:24][CH:25]=2)[NH:20][CH:19]=[C:18]1[C:16]([NH:15][C:14]1[CH:13]=[C:12]2[C:8]([CH:9]=[CH:10][NH:11]2)=[CH:7][C:6]=1[C:4]([OH:5])=[O:3])=[O:17]. The yield is 0.930.